This data is from Forward reaction prediction with 1.9M reactions from USPTO patents (1976-2016). The task is: Predict the product of the given reaction. (1) Given the reactants C(N(CC)CC)C.[C:16](O[C:16]([O:18][C:19]([CH3:22])([CH3:21])[CH3:20])=[O:17])([O:18][C:19]([CH3:22])([CH3:21])[CH3:20])=[O:17].I.[CH:24]12[CH2:35][CH2:34][CH:27]([CH2:28][CH:29]1[C:30]([O:32][CH3:33])=[O:31])[CH2:26][NH:25]2, predict the reaction product. The product is: [C@@H:24]12[CH2:35][CH2:34][C@@H:27]([CH2:28][C@H:29]1[C:30]([O:32][CH3:33])=[O:31])[CH2:26][N:25]2[C:16]([O:18][C:19]([CH3:20])([CH3:21])[CH3:22])=[O:17]. (2) The product is: [C:4]([CH2:2][C:1]#[N:3])(=[O:13])[C:5]1[CH:10]=[CH:9][CH:8]=[CH:7][CH:6]=1. Given the reactants [C:1](#[N:3])[CH3:2].[C:4](OC)(=[O:13])[C:5]1[CH:10]=[CH:9][C:8](OC)=[CH:7][CH:6]=1.O.Cl, predict the reaction product. (3) Given the reactants [F:1][C:2]([F:26])([F:25])[C:3]1[C:11]2[CH2:10][CH2:9][NH:8][CH2:7][C:6]=2[N:5]([C:12]2[CH:17]=[CH:16][C:15]([CH2:18][N:19]3[CH2:23][CH2:22][CH2:21][C:20]3=[O:24])=[CH:14][CH:13]=2)[N:4]=1.[CH:27](O)=[O:28], predict the reaction product. The product is: [O:24]=[C:20]1[CH2:21][CH2:22][CH2:23][N:19]1[CH2:18][C:15]1[CH:16]=[CH:17][C:12]([N:5]2[C:6]3[CH2:7][N:8]([CH:27]=[O:28])[CH2:9][CH2:10][C:11]=3[C:3]([C:2]([F:25])([F:1])[F:26])=[N:4]2)=[CH:13][CH:14]=1. (4) Given the reactants C[C:2]([CH3:4])=[O:3].C(C(O)=O)C[C:7](F)(F)[C:8]([F:29])([F:28])[C:9]([F:27])([F:26])[C:10]([F:25])([F:24])[C:11]([F:23])([F:22])[C:12]([F:21])([F:20])[C:13]([F:19])([F:18])[C:14]([F:17])([F:16])[F:15].C1(C)C=CC(S(O)(=O)=[O:42])=CC=1, predict the reaction product. The product is: [CH2:4]([C:2]([OH:42])=[O:3])[CH2:7][C:8]([F:28])([F:29])[C:9]([F:26])([F:27])[C:10]([F:24])([F:25])[C:11]([F:22])([F:23])[C:12]([F:21])([F:20])[C:13]([F:19])([F:18])[C:14]([F:17])([F:16])[F:15]. (5) Given the reactants [CH3:1][S:2]([C:5]1[CH:10]=[CH:9][C:8]([C:11]2[CH:12]=[C:13]3[CH2:19][CH:18]([CH:20]4[CH2:25][CH2:24][N:23]([C:26]#[N:27])[CH2:22][CH2:21]4)[O:17][C:14]3=[CH:15][N:16]=2)=[CH:7][CH:6]=1)(=[O:4])=[O:3].[OH:28][NH:29][C:30](=N)[CH:31]([CH3:33])[CH3:32], predict the reaction product. The product is: [CH:31]([C:30]1[N:27]=[C:26]([N:23]2[CH2:24][CH2:25][CH:20]([CH:18]3[O:17][C:14]4=[CH:15][N:16]=[C:11]([C:8]5[CH:9]=[CH:10][C:5]([S:2]([CH3:1])(=[O:3])=[O:4])=[CH:6][CH:7]=5)[CH:12]=[C:13]4[CH2:19]3)[CH2:21][CH2:22]2)[O:28][N:29]=1)([CH3:33])[CH3:32]. (6) Given the reactants [Br:1][C:2]1[CH:3]=[C:4]([C:15]([O:17]CC)=[O:16])[C:5]2[CH:6]=[CH:7][N:8]([CH:11]3[CH2:14][CH2:13][CH2:12]3)[C:9]=2[CH:10]=1.[OH-].[Na+], predict the reaction product. The product is: [Br:1][C:2]1[CH:3]=[C:4]([C:15]([OH:17])=[O:16])[C:5]2[CH:6]=[CH:7][N:8]([CH:11]3[CH2:12][CH2:13][CH2:14]3)[C:9]=2[CH:10]=1. (7) Given the reactants [CH3:1][C:2]([O:5][C:6]([N:8]1[CH2:12][CH2:11][CH:10]([CH2:13][NH:14][C:15]2[CH:16]=[C:17]([CH:21]=[CH:22][C:23]=2[N+:24]([O-])=O)[C:18]([OH:20])=[O:19])[CH2:9]1)=[O:7])([CH3:4])[CH3:3].[C:27]1([C:35]2[CH:40]=[CH:39][CH:38]=[CH:37][CH:36]=2)[CH:32]=[CH:31][C:30]([CH:33]=O)=[CH:29][CH:28]=1.S(S([O-])=O)([O-])=O.[Na+].[Na+], predict the reaction product. The product is: [C:27]1([C:35]2[CH:36]=[CH:37][CH:38]=[CH:39][CH:40]=2)[CH:28]=[CH:29][C:30]([C:33]2[N:14]([CH2:13][CH:10]3[CH2:11][CH2:12][N:8]([C:6]([O:5][C:2]([CH3:4])([CH3:3])[CH3:1])=[O:7])[CH2:9]3)[C:15]3[CH:16]=[C:17]([C:18]([OH:20])=[O:19])[CH:21]=[CH:22][C:23]=3[N:24]=2)=[CH:31][CH:32]=1. (8) The product is: [Cl:21][C:15]1[CH:14]=[C:13]([CH3:18])[N:12]=[C:11](/[CH:10]=[CH:9]/[C:6]2[CH:7]=[CH:8][C:3]([O:2][CH3:1])=[CH:4][CH:5]=2)[N:16]=1. Given the reactants [CH3:1][O:2][C:3]1[CH:8]=[CH:7][C:6](/[CH:9]=[CH:10]/[C:11]2[N:16]=[C:15](O)[CH:14]=[C:13]([CH3:18])[N:12]=2)=[CH:5][CH:4]=1.O=P(Cl)(Cl)[Cl:21], predict the reaction product. (9) Given the reactants C([Sn](CCCC)(CCCC)[C:6]1[CH:11]=[CH:10][CH:9]=[CH:8][N:7]=1)CCC.Cl[C:21]1[C:30]2[C:25](=[CH:26][CH:27]=[C:28]([F:31])[CH:29]=2)[N:24]=[CH:23][C:22]=1[C:32](=[O:34])[CH3:33].O1CCOCC1, predict the reaction product. The product is: [F:31][C:28]1[CH:29]=[C:30]2[C:25](=[CH:26][CH:27]=1)[N:24]=[CH:23][C:22]([C:32](=[O:34])[CH3:33])=[C:21]2[C:6]1[CH:11]=[CH:10][CH:9]=[CH:8][N:7]=1. (10) Given the reactants Cl.Cl.[C:3]([C:7]1[CH:12]=[CH:11][CH:10]=[CH:9][C:8]=1[N:13]1[CH2:18][CH2:17][NH:16][CH2:15][CH2:14]1)([CH3:6])([CH3:5])[CH3:4].[CH3:19][O:20][C:21]([C:23]1([C:26](O)=[O:27])[CH2:25][CH2:24]1)=[O:22].CCN=C=NCCCN(C)C.C1C=CC2N(O)N=NC=2C=1.C(N(CC)CC)C.C(=O)([O-])O.[Na+], predict the reaction product. The product is: [C:3]([C:7]1[CH:12]=[CH:11][CH:10]=[CH:9][C:8]=1[N:13]1[CH2:18][CH2:17][N:16]([C:26]([C:23]2([C:21]([O:20][CH3:19])=[O:22])[CH2:25][CH2:24]2)=[O:27])[CH2:15][CH2:14]1)([CH3:6])([CH3:4])[CH3:5].